The task is: Predict the product of the given reaction.. This data is from Forward reaction prediction with 1.9M reactions from USPTO patents (1976-2016). (1) Given the reactants Br[C:2]1[CH:18]=[CH:17][C:5]2[S:6][C:7]([C:10]3[CH:15]=[CH:14][N:13]=[C:12]([NH2:16])[N:11]=3)=[C:8]([CH3:9])[C:4]=2[CH:3]=1.C([Li])CCC, predict the reaction product. The product is: [CH3:9][C:8]1[C:4]2[CH:3]=[CH:2][CH:18]=[CH:17][C:5]=2[S:6][C:7]=1[C:10]1[CH:15]=[CH:14][N:13]=[C:12]([NH2:16])[N:11]=1. (2) Given the reactants [CH:1]1([CH2:4][O:5][C:6]2[N:11]=[C:10]([C:12]([OH:14])=O)[CH:9]=[CH:8][C:7]=2[N:15]2[CH2:18][C:17]([F:20])([F:19])[CH2:16]2)[CH2:3][CH2:2]1.[CH3:21][C:22]1([CH3:28])[O:27][CH2:26][CH2:25][NH:24][CH2:23]1, predict the reaction product. The product is: [CH:1]1([CH2:4][O:5][C:6]2[N:11]=[C:10]([C:12]([N:24]3[CH2:25][CH2:26][O:27][C:22]([CH3:28])([CH3:21])[CH2:23]3)=[O:14])[CH:9]=[CH:8][C:7]=2[N:15]2[CH2:18][C:17]([F:20])([F:19])[CH2:16]2)[CH2:2][CH2:3]1. (3) Given the reactants [C:1]1(=O)[CH2:5][CH2:4][CH2:3][CH2:2]1.[CH:7](=[C:14]([C:17]#[N:18])[C:15]#[N:16])[C:8]1[CH:13]=[CH:12][CH:11]=[CH:10][CH:9]=1.C([O-])(=O)C.[NH4+:23], predict the reaction product. The product is: [NH2:18][C:17]1[N:23]=[C:2]2[CH2:3][CH2:4][CH2:5][C:1]2=[C:7]([C:8]2[CH:13]=[CH:12][CH:11]=[CH:10][CH:9]=2)[C:14]=1[C:15]#[N:16]. (4) Given the reactants [CH3:1][C:2]1[C:7]2[CH2:8][CH2:9][C:10]3[CH:15]=[CH:14][N:13]=[CH:12][C:11]=3[C:16](=[N:17]O)[C:6]=2[CH:5]=[CH:4][CH:3]=1.CCOCC.[OH-].[Na+], predict the reaction product. The product is: [CH3:1][C:2]1[C:7]2[CH2:8][CH2:9][C:10]3[CH:15]=[CH:14][N:13]=[CH:12][C:11]=3[CH:16]([NH2:17])[C:6]=2[CH:5]=[CH:4][CH:3]=1.